This data is from Forward reaction prediction with 1.9M reactions from USPTO patents (1976-2016). The task is: Predict the product of the given reaction. (1) The product is: [Cl:1][C:2]1[CH:7]=[C:6]([Cl:8])[CH:5]=[CH:4][C:3]=1[C:9]1[N:10]=[C:11]([CH2:30][CH3:31])[C:12]([NH:17][C@@H:18]2[C:26]3[C:21](=[CH:22][CH:23]=[CH:24][CH:25]=3)[CH2:33][CH2:20][C@@H:19]2[O:27][CH2:28][CH3:29])=[N:13][C:14]=1[CH2:15][CH3:16]. Given the reactants [Cl:1][C:2]1[CH:7]=[C:6]([Cl:8])[CH:5]=[CH:4][C:3]=1[C:9]1[N:10]=[C:11]([CH2:30][CH3:31])[C:12]([NH:17][C@@H:18]2[C:26]3[C:21](=[CH:22][CH:23]=[CH:24][CH:25]=3)[CH2:20][C@@H:19]2[O:27][CH2:28][CH3:29])=[N:13][C:14]=1[CH2:15][CH3:16].N1C=CN=C[C:33]=1N, predict the reaction product. (2) Given the reactants C[CH2:2][C:3]([NH2:8])([CH3:7])[C:4](O)=O.Cl.N[C:11]([CH3:17])([CH3:16])[C:12](OC)=O.OC[C:20]([NH2:23])(C)C.OCCN.O=[S:29](Cl)Cl.CC1[C:38]([N+:39]([O-:41])=[O:40])=[CH:37][CH:36]=CC=1N=C=S, predict the reaction product. The product is: [CH3:16][C:11]1[CH:17]=[C:38]([N+:39]([O-:41])=[O:40])[CH:37]=[CH:36][C:12]=1[N:23]=[C:20]1[NH:8][C:3]([CH3:7])([CH3:4])[CH2:2][S:29]1.